Dataset: Catalyst prediction with 721,799 reactions and 888 catalyst types from USPTO. Task: Predict which catalyst facilitates the given reaction. (1) Reactant: [NH2:1][CH2:2][C:3]1[CH:8]=[CH:7][C:6]([B:9]([OH:11])[OH:10])=[CH:5][CH:4]=1.[CH3:12][C:13]([N:16]1[C:20]([C:21](Cl)=[O:22])=[CH:19][C:18]([CH3:24])=[N:17]1)([CH3:15])[CH3:14].C(N(CC)CC)C. Product: [CH3:15][C:13]([N:16]1[C:20]([C:21]([NH:1][CH2:2][C:3]2[CH:4]=[CH:5][C:6]([B:9]([OH:11])[OH:10])=[CH:7][CH:8]=2)=[O:22])=[CH:19][C:18]([CH3:24])=[N:17]1)([CH3:12])[CH3:14]. The catalyst class is: 3. (2) Reactant: [C:1]([O:4][C:5](=[O:7])[CH3:6])(=O)[CH3:2].[CH2:8]([O:13][C:14]1[CH:26]=[CH:25][C:24]2[C:23]3[C:18](=[CH:19][C:20]([CH2:27][CH2:28][C:29]4[CH:34]=CC(O)=[CH:31][CH:30]=4)=[CH:21][CH:22]=3)[CH2:17][C:16]=2[CH:15]=1)[CH2:9][CH2:10][CH2:11][CH3:12].N1C=CC=CC=1. Product: [C:5]([O:4][C:1]1[CH:31]=[CH:30][C:29]([CH2:28][CH2:27][C:20]2[CH:19]=[C:18]3[C:23]([C:24]4[CH:25]=[CH:26][C:14]([O:13][CH2:8][CH2:9][CH2:10][CH2:11][CH3:12])=[CH:15][C:16]=4[CH2:17]3)=[CH:22][CH:21]=2)=[CH:34][CH:2]=1)(=[O:7])[CH3:6]. The catalyst class is: 6. (3) Reactant: [CH3:1][N:2]([CH3:16])[C:3]1[CH:12]=[C:11]([O:13][CH3:14])[C:6](C(OC)=O)=[C:5]([CH3:15])[N:4]=1.O. Product: [CH3:14][O:13][C:11]1[CH:6]=[C:5]([CH3:15])[N:4]=[C:3]([N:2]([CH3:16])[CH3:1])[CH:12]=1. The catalyst class is: 33. (4) Reactant: [Cl:1][C:2]1[O:6][C:5]([CH2:7][CH2:8][OH:9])=[C:4]([CH2:10][OH:11])[CH:3]=1. Product: [Cl:1][C:2]1[O:6][C:5]([CH2:7][CH2:8][OH:9])=[C:4]([CH:10]=[O:11])[CH:3]=1. The catalyst class is: 177.